Task: Predict the reaction yield, written as a fraction of the theoretical maximum amount of product (1.0 means a 100% yield; for example, 0.34 means a 34% yield).. Dataset: Reaction yield outcomes from USPTO patents with 853,638 reactions (1) The reactants are Br[C:2]1[CH:3]=[C:4]([N:8]2[C:16]3[C:11](=[CH:12][C:13]([O:17][C@H:18]([C:28]4[CH:29]=[N:30][C:31]([O:34][CH3:35])=[CH:32][CH:33]=4)[C@@H:19]([NH:21][C:22](=[O:27])[C:23]([F:26])([F:25])[CH3:24])[CH3:20])=[CH:14][CH:15]=3)[CH:10]=[N:9]2)[CH:5]=[CH:6][CH:7]=1.[S:36]1(=[O:43])(=[O:42])[CH2:40][CH2:39][CH:38]([NH2:41])[CH2:37]1.F[B-](F)(F)F.C([PH+](C(C)(C)C)C(C)(C)C)(C)(C)C.C1C[O:65][CH2:64]C1. The catalyst is CC1C(P(C2C([CH2-])=CC=CC=2)C2C(C)=CC=CC=2)=CC=CC=1.CC1C(P(C2C([CH2-])=CC=CC=2)C2C(C)=CC=CC=2)=CC=CC=1.CC(O)=O.CC(O)=O.[Pd].[Pd].[C-]#[O+].[C-]#[O+].[C-]#[O+].[C-]#[O+].[C-]#[O+].[C-]#[O+].[Mo]. The product is [F:26][C:23]([F:25])([CH3:24])[C:22]([NH:21][C@@H:19]([CH3:20])[C@H:18]([O:17][C:13]1[CH:12]=[C:11]2[C:16](=[CH:15][CH:14]=1)[N:8]([C:4]1[CH:3]=[C:2]([CH:7]=[CH:6][CH:5]=1)[C:64]([NH:41][CH:38]1[CH2:39][CH2:40][S:36](=[O:43])(=[O:42])[CH2:37]1)=[O:65])[N:9]=[CH:10]2)[C:28]1[CH:29]=[N:30][C:31]([O:34][CH3:35])=[CH:32][CH:33]=1)=[O:27]. The yield is 0.140. (2) The yield is 0.560. The catalyst is CN(C=O)C. The product is [Cl:1][C:2]1[N:7]=[C:6]2[CH:8]=[C:9]([C:11]([NH:48][C:49]3[CH:50]=[C:51]([NH:56][C:57](=[O:69])[C:58]4[CH:63]=[CH:62][CH:61]=[C:60]([C:64]([C:67]#[N:68])([CH3:65])[CH3:66])[CH:59]=4)[CH:52]=[CH:53][C:54]=3[CH3:55])=[O:13])[S:10][C:5]2=[N:4][CH:3]=1. The reactants are [Cl:1][C:2]1[N:7]=[C:6]2[CH:8]=[C:9]([C:11]([OH:13])=O)[S:10][C:5]2=[N:4][CH:3]=1.CN(C(ON1N=NC2C=CC=NC1=2)=[N+](C)C)C.F[P-](F)(F)(F)(F)F.CCN(C(C)C)C(C)C.Cl.[NH2:48][C:49]1[CH:50]=[C:51]([NH:56][C:57](=[O:69])[C:58]2[CH:63]=[CH:62][CH:61]=[C:60]([C:64]([C:67]#[N:68])([CH3:66])[CH3:65])[CH:59]=2)[CH:52]=[CH:53][C:54]=1[CH3:55]. (3) The reactants are C[O:2][C:3]([C:5]1[N:6]([C:17]2[CH:22]=[CH:21][C:20]([CH2:23][NH:24][C:25]([O:27][C:28]([CH3:31])([CH3:30])[CH3:29])=[O:26])=[CH:19][CH:18]=2)[C:7]2[C:12]([C:13]=1[Cl:14])=[CH:11][C:10]([O:15][CH3:16])=[CH:9][CH:8]=2)=O.O[NH:33][C:34](=[NH:36])[CH3:35].C(=O)([O-])[O-].[K+].[K+]. The catalyst is C1(C)C=CC=CC=1. The product is [C:28]([O:27][C:25](=[O:26])[NH:24][CH2:23][C:20]1[CH:21]=[CH:22][C:17]([N:6]2[C:7]3[C:12](=[CH:11][C:10]([O:15][CH3:16])=[CH:9][CH:8]=3)[C:13]([Cl:14])=[C:5]2[C:3]2[O:2][N:36]=[C:34]([CH3:35])[N:33]=2)=[CH:18][CH:19]=1)([CH3:31])([CH3:30])[CH3:29]. The yield is 0.940. (4) The reactants are [C:1]([O:5][C:6](=[O:27])[N:7]([C:9]1[CH:14]=[CH:13][CH:12]=[C:11]([O:15][C:16]2[CH:21]=[CH:20][C:19]([Cl:22])=[C:18]([F:23])[CH:17]=2)[C:10]=1[N+]([O-])=O)[CH3:8])([CH3:4])([CH3:3])[CH3:2].[Cl-].[NH4+:29]. The catalyst is C(O)C.O.[Cl-].[Na+].O.C(OCC)(=O)C.[Fe]. The product is [C:1]([O:5][C:6](=[O:27])[N:7]([C:9]1[CH:10]=[C:11]([O:15][C:16]2[CH:21]=[CH:20][C:19]([Cl:22])=[C:18]([F:23])[CH:17]=2)[CH:12]=[CH:13][C:14]=1[NH2:29])[CH3:8])([CH3:4])([CH3:3])[CH3:2]. The yield is 1.00. (5) The reactants are [Cl:1][C:2]1[N:6]([CH2:7][O:8][CH2:9][CH2:10][O:11][CH3:12])[C:5]2[CH:13]=[CH:14][C:15]([C:17]([OH:19])=O)=[CH:16][C:4]=2[N:3]=1.CN(C(ON1N=NC2C=CC=NC1=2)=[N+](C)C)C.F[P-](F)(F)(F)(F)F.CCN(C(C)C)C(C)C.[NH2:53][C:54]1[CH:59]=[CH:58][CH:57]=[CH:56][CH:55]=1. The catalyst is O.C(#N)C. The product is [C:54]1([NH:53][C:17]([C:15]2[CH:14]=[CH:13][C:5]3[N:6]([CH2:7][O:8][CH2:9][CH2:10][O:11][CH3:12])[C:2]([Cl:1])=[N:3][C:4]=3[CH:16]=2)=[O:19])[CH:59]=[CH:58][CH:57]=[CH:56][CH:55]=1. The yield is 0.890. (6) The reactants are [CH2:1]([NH:5][C:6]([NH:8][CH2:9][CH2:10]Cl)=[O:7])[CH2:2][C:3]#[CH:4].[OH-].[K+]. The catalyst is C1COCC1.[Br-].C([N+](CCCC)(CCCC)CCCC)CCC.CCOC(C)=O. The product is [CH2:1]([N:5]1[CH2:10][CH2:9][NH:8][C:6]1=[O:7])[CH2:2][C:3]#[CH:4]. The yield is 0.210.